Task: Predict the product of the given reaction.. Dataset: Forward reaction prediction with 1.9M reactions from USPTO patents (1976-2016) Given the reactants [F:1][C:2]([F:13])([F:12])[C:3]1[CH:4]=[C:5]([C:9](=O)[CH3:10])[CH:6]=[CH:7][CH:8]=1.[BH4-].[Na+].[NH3:16], predict the reaction product. The product is: [F:1][C:2]([F:13])([F:12])[C:3]1[CH:4]=[C:5]([CH:9]([NH2:16])[CH3:10])[CH:6]=[CH:7][CH:8]=1.